Dataset: Forward reaction prediction with 1.9M reactions from USPTO patents (1976-2016). Task: Predict the product of the given reaction. (1) Given the reactants [CH3:1][S:2]([OH:5])(=[O:4])=[O:3].[CH:6]1([NH:9][C:10](=[O:38])[C:11]2[CH:16]=[CH:15][C:14]([CH3:17])=[C:13]([N:18]3[C:27](=[O:28])[C:26]4[C:21](=[CH:22][CH:23]=[C:24]([O:29][C@H:30]5[CH2:34][CH2:33][N:32]([CH:35]([CH3:37])[CH3:36])[CH2:31]5)[CH:25]=4)[N:20]=[CH:19]3)[CH:12]=2)[CH2:8][CH2:7]1, predict the reaction product. The product is: [CH3:1][S:2]([OH:5])(=[O:4])=[O:3].[CH:6]1([NH:9][C:10](=[O:38])[C:11]2[CH:16]=[CH:15][C:14]([CH3:17])=[C:13]([N:18]3[C:27](=[O:28])[C:26]4[C:21](=[CH:22][CH:23]=[C:24]([O:29][C@H:30]5[CH2:34][CH2:33][N:32]([CH:35]([CH3:36])[CH3:37])[CH2:31]5)[CH:25]=4)[N:20]=[CH:19]3)[CH:12]=2)[CH2:7][CH2:8]1. (2) Given the reactants [CH3:1][C:2]1[CH:7]=[CH:6][C:5]([OH:8])=[CH:4][C:3]=1[N+:9]([O-:11])=[O:10].CC([O-])(C)C.[K+].CN1CCCC1=O.[Cl:25][C:26]1[CH:31]=[C:30](F)[CH:29]=[CH:28][N:27]=1, predict the reaction product. The product is: [Cl:25][C:26]1[CH:31]=[C:30]([O:8][C:5]2[CH:6]=[CH:7][C:2]([CH3:1])=[C:3]([N+:9]([O-:11])=[O:10])[CH:4]=2)[CH:29]=[CH:28][N:27]=1. (3) Given the reactants [O:1]=[C:2]1[C:7]2[C:8]([C:11]3[CH:12]=[C:13]([C:16]([NH2:18])=[O:17])[S:14][CH:15]=3)=[N:9][NH:10][C:6]=2[CH:5]=[CH:4][NH:3]1.[H-].[Na+].CC1C=CC(S(O[CH2:32][C:33]2([CH3:37])[CH2:36][O:35][CH2:34]2)(=O)=O)=CC=1, predict the reaction product. The product is: [CH3:32][C:33]1([CH2:37][N:10]2[C:6]3[CH:5]=[CH:4][NH:3][C:2](=[O:1])[C:7]=3[C:8]([C:11]3[CH:12]=[C:13]([C:16]([NH2:18])=[O:17])[S:14][CH:15]=3)=[N:9]2)[CH2:36][O:35][CH2:34]1. (4) Given the reactants [C:1]([O:5][C:6]([N:8]1[CH2:13][CH2:12][C:11](=O)[CH:10]([F:15])[CH2:9]1)=[O:7])([CH3:4])([CH3:3])[CH3:2].[CH2:16]([NH2:23])[C:17]1[CH:22]=[CH:21][CH:20]=[CH:19][CH:18]=1.C([BH3-])#N.[Na+], predict the reaction product. The product is: [C:1]([O:5][C:6]([N:8]1[CH2:13][CH2:12][C@@H:11]([NH:23][CH2:16][C:17]2[CH:22]=[CH:21][CH:20]=[CH:19][CH:18]=2)[C@H:10]([F:15])[CH2:9]1)=[O:7])([CH3:4])([CH3:3])[CH3:2].[C:1]([O:5][C:6]([N:8]1[CH2:13][CH2:12][C@H:11]([NH:23][CH2:16][C:17]2[CH:22]=[CH:21][CH:20]=[CH:19][CH:18]=2)[C@H:10]([F:15])[CH2:9]1)=[O:7])([CH3:4])([CH3:3])[CH3:2]. (5) Given the reactants C(OC(=O)[NH:7][CH2:8][CH2:9][C:10]1[CH:15]=[CH:14][C:13]([C:16]2[S:20](=[O:22])(=[O:21])[N:19]([C:23]([CH3:26])([CH3:25])[CH3:24])[C:18](=[O:27])[CH:17]=2)=[CH:12][CH:11]=1)(C)(C)C.[F:29][C:30]([F:35])([F:34])[C:31]([OH:33])=[O:32], predict the reaction product. The product is: [F:29][C:30]([F:35])([F:34])[C:31]([OH:33])=[O:32].[NH2:7][CH2:8][CH2:9][C:10]1[CH:15]=[CH:14][C:13]([C:16]2[S:20](=[O:22])(=[O:21])[N:19]([C:23]([CH3:25])([CH3:24])[CH3:26])[C:18](=[O:27])[CH:17]=2)=[CH:12][CH:11]=1. (6) Given the reactants [CH3:1][O:2][C:3]1[CH:4]=[C:5]([N:10]([CH2:24][CH2:25][C:26]2[CH:27]=[N:28][C:29]([C:32]([F:35])([F:34])[F:33])=[CH:30][CH:31]=2)[C:11]([C@@H:13]([O:20]C(=O)C)[C:14]2[CH:19]=[CH:18][CH:17]=[CH:16][CH:15]=2)=[O:12])[CH:6]=[CH:7][C:8]=1[CH3:9].O.[OH-].[Li+], predict the reaction product. The product is: [OH:20][C@@H:13]([C:14]1[CH:15]=[CH:16][CH:17]=[CH:18][CH:19]=1)[C:11]([N:10]([C:5]1[CH:6]=[CH:7][C:8]([CH3:9])=[C:3]([O:2][CH3:1])[CH:4]=1)[CH2:24][CH2:25][C:26]1[CH:27]=[N:28][C:29]([C:32]([F:33])([F:34])[F:35])=[CH:30][CH:31]=1)=[O:12]. (7) Given the reactants C([N:3](CC)CC)C.[Cl:8][C:9]1[CH:10]=[C:11]2[NH:29][C:28]([O:30][C@@H:31]3[CH2:35][O:34][C@@H:33]4[C@:36]([CH2:40][C:41](O)=[O:42])([OH:39])[CH2:37][O:38][C@H:32]34)=[N:27][C:12]2=[N:13][C:14]=1[C:15]1[CH:20]=[CH:19][C:18]([C:21]2[CH:26]=[CH:25][CH:24]=[CH:23][CH:22]=2)=[CH:17][CH:16]=1.ClC(OCC)=O.N.C[Si](C)(C)[O-].[K+].[OH-].[Na+], predict the reaction product. The product is: [Cl:8][C:9]1[CH:10]=[C:11]2[NH:29][C:28]([O:30][C@@H:31]3[CH2:35][O:34][C@@H:33]4[C@:36]([CH2:40][C:41]([NH2:3])=[O:42])([OH:39])[CH2:37][O:38][C@H:32]34)=[N:27][C:12]2=[N:13][C:14]=1[C:15]1[CH:16]=[CH:17][C:18]([C:21]2[CH:26]=[CH:25][CH:24]=[CH:23][CH:22]=2)=[CH:19][CH:20]=1. (8) Given the reactants [C:1]([O:5][C:6](=[O:33])[NH:7][C@@H:8]([CH2:29][CH:30]([CH3:32])[CH3:31])[CH2:9][O:10][C:11]1[CH:12]=[CH:13][C:14]2[C:24]3[C:19](=[CH:20][N:21]=[CH:22][CH:23]=3)[CH:18]([C:25]([F:28])([F:27])[F:26])[O:17][C:15]=2[CH:16]=1)([CH3:4])([CH3:3])[CH3:2].C1C(=O)N([Cl:41])C(=O)C1, predict the reaction product. The product is: [C:1]([O:5][C:6](=[O:33])[NH:7][C@@H:8]([CH2:29][CH:30]([CH3:31])[CH3:32])[CH2:9][O:10][C:11]1[C:12]([Cl:41])=[CH:13][C:14]2[C:24]3[C:19](=[CH:20][N:21]=[CH:22][CH:23]=3)[CH:18]([C:25]([F:28])([F:26])[F:27])[O:17][C:15]=2[CH:16]=1)([CH3:4])([CH3:3])[CH3:2]. (9) Given the reactants [Cl:1][C:2]1[C:7]([OH:8])=[C:6]([N+:9]([O-:11])=[O:10])[CH:5]=[CH:4][N:3]=1.[CH3:12][Si](C=[N+]=[N-])(C)C, predict the reaction product. The product is: [Cl:1][C:2]1[C:7]([O:8][CH3:12])=[C:6]([N+:9]([O-:11])=[O:10])[CH:5]=[CH:4][N:3]=1. (10) The product is: [OH:20][C:10]1[C:11]2[N:15]=[C:14]([CH3:16])[N:13]([CH3:17])[C:12]=2[CH:18]=[CH:19][C:9]=1[C:7]([C@H:5]1[C@H:4]([C:21]2[CH:26]=[CH:25][CH:24]=[CH:23][CH:22]=2)[O:3][C:2]([CH3:27])([CH3:1])[O:6]1)=[O:8]. Given the reactants [CH3:1][C:2]1([CH3:27])[O:6][C@@H:5]([C:7]([CH:9]2[CH2:19][CH2:18][C:12]3[N:13]([CH3:17])[C:14]([CH3:16])=[N:15][C:11]=3[C:10]2=[O:20])=[O:8])[C@H:4]([C:21]2[CH:26]=[CH:25][CH:24]=[CH:23][CH:22]=2)[O:3]1, predict the reaction product.